This data is from Catalyst prediction with 721,799 reactions and 888 catalyst types from USPTO. The task is: Predict which catalyst facilitates the given reaction. Reactant: [Cl:1][C:2]1[C:6](Cl)=[N:5][S:4][N:3]=1.[CH3:8][N:9]1[CH2:14][CH2:13][NH:12][CH2:11][CH2:10]1.[NH4+]. Product: [CH3:8][N:9]1[CH2:14][CH2:13][N:12]([C:6]2[C:2]([Cl:1])=[N:3][S:4][N:5]=2)[CH2:11][CH2:10]1. The catalyst class is: 25.